Dataset: Reaction yield outcomes from USPTO patents with 853,638 reactions. Task: Predict the reaction yield, written as a fraction of the theoretical maximum amount of product (1.0 means a 100% yield; for example, 0.34 means a 34% yield). (1) The reactants are [CH:1]([C:4]1[CH:9]=[C:8]([CH:10]([CH3:12])[CH3:11])[N:7]=[C:6]([OH:13])[N:5]=1)([CH3:3])[CH3:2].S(=O)(=O)(O)O.[N+:19]([O-])([OH:21])=[O:20].[OH-].[Na+]. The catalyst is C(Cl)(Cl)Cl. The product is [CH:10]([C:8]1[C:9]([N+:19]([O-:21])=[O:20])=[C:4]([CH:1]([CH3:3])[CH3:2])[N:5]=[C:6]([OH:13])[N:7]=1)([CH3:12])[CH3:11]. The yield is 0.490. (2) The yield is 0.843. No catalyst specified. The reactants are [Cl:1][C:2]1[CH:3]=[C:4]([NH2:19])[C:5]([NH:8][C:9]2[CH:14]=[CH:13][N:12]=[C:11]([S:15]([CH3:18])(=[O:17])=[O:16])[CH:10]=2)=[CH:6][CH:7]=1.[Cl:20][CH2:21][C:22](OCC)(OCC)OCC. The product is [Cl:1][C:2]1[CH:7]=[CH:6][C:5]2[N:8]([C:9]3[CH:14]=[CH:13][N:12]=[C:11]([S:15]([CH3:18])(=[O:16])=[O:17])[CH:10]=3)[C:22]([CH2:21][Cl:20])=[N:19][C:4]=2[CH:3]=1. (3) The reactants are [Cl:1][C:2]1[CH:7]=[C:6]([C:8]2(O)[CH2:13][CH2:12][CH2:11][CH:10]([CH3:14])[CH2:9]2)[CH:5]=[CH:4][N:3]=1.CC1C=CC(S(O)(=O)=O)=CC=1. The catalyst is C1(C)C=CC=CC=1. The product is [Cl:1][C:2]1[CH:7]=[C:6]([C:8]2[CH2:13][CH2:12][CH2:11][CH:10]([CH3:14])[CH:9]=2)[CH:5]=[CH:4][N:3]=1. The yield is 0.420. (4) The reactants are Cl[C:2]1[N:7]=[CH:6][C:5]([C:8]2[CH:13]=[CH:12][N:11]=[C:10]([C:14]([NH:16][C:17]3[CH:22]=[CH:21][CH:20]=[C:19]([C:23]4[N:27]([CH:28]5[CH2:30][CH2:29]5)[CH:26]=[N:25][N:24]=4)[CH:18]=3)=[O:15])[CH:9]=2)=[CH:4][CH:3]=1. The catalyst is C1(N)CC1. The product is [CH:28]1([N:27]2[CH:26]=[N:25][N:24]=[C:23]2[C:19]2[CH:18]=[C:17]([NH:16][C:14]([C:10]3[CH:9]=[C:8]([C:5]4[CH:6]=[N:7][C:2]([NH:27][CH:28]5[CH2:30][CH2:29]5)=[CH:3][CH:4]=4)[CH:13]=[CH:12][N:11]=3)=[O:15])[CH:22]=[CH:21][CH:20]=2)[CH2:30][CH2:29]1. The yield is 0.500. (5) The reactants are Br[C:2]1[CH:3]=[C:4]2[CH:10]=[CH:9][NH:8][C:5]2=[N:6][CH:7]=1.[CH3:11][N:12]1[CH:16]=[C:15](B2OC(C)(C)C(C)(C)O2)[CH:14]=[N:13]1.CC(N(C)C)=O.C([O-])([O-])=O.[K+].[K+]. The catalyst is O.C1C=CC(P(C2C=CC=CC=2)[C-]2C=CC=C2)=CC=1.C1C=CC(P(C2C=CC=CC=2)[C-]2C=CC=C2)=CC=1.Cl[Pd]Cl.[Fe+2]. The product is [CH3:11][N:12]1[CH:16]=[C:15]([C:2]2[CH:3]=[C:4]3[CH:10]=[CH:9][NH:8][C:5]3=[N:6][CH:7]=2)[CH:14]=[N:13]1. The yield is 0.780. (6) The reactants are C(N(S(F)(F)[F:7])CC)C.O[C:11]([CH3:34])([CH3:33])[CH2:12][CH:13]1[CH2:17][CH2:16][N:15]([CH2:18][CH2:19][C:20]2[CH:25]=[CH:24][CH:23]=[CH:22][C:21]=2[N:26]2[CH2:31][CH2:30][CH2:29][CH2:28][C:27]2=[O:32])[CH2:14]1.O. The catalyst is ClCCl. The product is [F:7][C:11]([CH3:34])([CH3:33])[CH2:12][CH:13]1[CH2:17][CH2:16][N:15]([CH2:18][CH2:19][C:20]2[CH:25]=[CH:24][CH:23]=[CH:22][C:21]=2[N:26]2[CH2:31][CH2:30][CH2:29][CH2:28][C:27]2=[O:32])[CH2:14]1. The yield is 0.650. (7) The reactants are [O:1]([C:8]1[N:13]=[CH:12][C:11]([C:14](=[O:16])[CH3:15])=[CH:10][N:9]=1)[C:2]1[CH:7]=[CH:6][CH:5]=[CH:4][CH:3]=1.[Br-:17].[Br-].[Br-].C([N+](CCCC)(CCCC)CCCC)CCC.C([N+](CCCC)(CCCC)CCCC)CCC.C([N+](CCCC)(CCCC)CCCC)CCC.CCCCCC. The catalyst is ClCCl. The product is [Br:17][CH2:15][C:14]([C:11]1[CH:12]=[N:13][C:8]([O:1][C:2]2[CH:3]=[CH:4][CH:5]=[CH:6][CH:7]=2)=[N:9][CH:10]=1)=[O:16]. The yield is 0.680. (8) The reactants are CO[C:3](=[O:24])[C:4]1[CH:9]=[CH:8][C:7]([O:10][CH2:11][C:12]2[C:13]([C:17]3[CH:22]=[CH:21][C:20]([F:23])=[CH:19][CH:18]=3)=[N:14][O:15][CH:16]=2)=[N:6][CH:5]=1.COC(=O)C1C=CC(OC[C:36]2[C:37]([C:42]3C=CC=CC=3F)=[N:38]OC=2C)=NC=1.C(N)(C)C. No catalyst specified. The product is [F:23][C:20]1[CH:19]=[CH:18][C:17]([C:13]2[C:12]([CH2:11][O:10][C:7]3[CH:8]=[CH:9][C:4]([C:3]([NH:38][CH:37]([CH3:42])[CH3:36])=[O:24])=[CH:5][N:6]=3)=[CH:16][O:15][N:14]=2)=[CH:22][CH:21]=1. The yield is 0.980.